From a dataset of Reaction yield outcomes from USPTO patents with 853,638 reactions. Predict the reaction yield, written as a fraction of the theoretical maximum amount of product (1.0 means a 100% yield; for example, 0.34 means a 34% yield). (1) The reactants are Br[C:2]1[S:6][CH:5]=[N:4][C:3]=1[C:7]([O:9]C)=O.Cl.N[C:13]1[C:18]([C:19]([O:21][CH3:22])=[O:20])=[CH:17][CH:16]=[CH:15][C:14]=1B(O)O.C([O-])(=O)C.[Na+].O.C[N:33](C=O)C. The catalyst is C1C=CC(P(C2C=CC=CC=2)[C-]2C=CC=C2)=CC=1.C1C=CC(P(C2C=CC=CC=2)[C-]2C=CC=C2)=CC=1.Cl[Pd]Cl.[Fe+2]. The product is [O:9]=[C:7]1[C:3]2[N:4]=[CH:5][S:6][C:2]=2[C:15]2[CH:16]=[CH:17][C:18]([C:19]([O:21][CH3:22])=[O:20])=[CH:13][C:14]=2[NH:33]1. The yield is 0.390. (2) The reactants are [NH2:1][C:2]1[CH:6]=[C:5]([C:7]([CH3:11])([CH3:10])[CH2:8][OH:9])[O:4][N:3]=1.C(C1C=C(N[C:21](=[O:29])[O:22][C:23]2[CH:28]=[CH:27][CH:26]=[CH:25][CH:24]=2)ON=1)(C)C. No catalyst specified. The product is [OH:9][CH2:8][C:7]([C:5]1[O:4][N:3]=[C:2]([NH:1][C:21](=[O:29])[O:22][C:23]2[CH:28]=[CH:27][CH:26]=[CH:25][CH:24]=2)[CH:6]=1)([CH3:11])[CH3:10]. The yield is 0.720. (3) The reactants are C1([CH2:7][CH2:8][CH2:9][C:10]2[N:11]=[C:12]([C:15]([OH:17])=O)[NH:13][CH:14]=2)C=CC=CC=1.[CH:18]([N:21](C(C)C)CC)(C)[CH3:19].O[C:28]1[C:36]2N=NN[C:32]=2[CH:31]=[CH:30][CH:29]=1.Cl.[CH3:38]N(C)CCCN=C=NCC.[Cl-].[Na+].[C:51]([O:54]CC)(=[O:53])[CH3:52].CCC[CH2:60][CH2:61][CH3:62]. The catalyst is CN(C)C=O. The product is [C:61]([O:54][C:51](=[O:53])[CH2:52][N:21]([CH2:18][CH2:19][C:28]1[CH:36]=[CH:32][CH:31]=[CH:30][CH:29]=1)[C:15]([C:12]1[NH:11][C:10]([CH2:9][CH2:8][CH3:7])=[CH:14][N:13]=1)=[O:17])([CH3:60])([CH3:62])[CH3:38]. The yield is 0.610. (4) The reactants are Br[C:2]1[N:7]=[C:6]([C:8]([O:10][CH3:11])=[O:9])[C:5]([O:12][CH3:13])=[N:4][CH:3]=1.[CH3:14][Zn]C.[Cl-].[NH4+].C(=O)([O-])[O-].[Na+].[Na+]. The catalyst is O1CCCC1.C1(C)C=CC=CC=1.Cl[Ni]1(Cl)[P](C2C=CC=CC=2)(C2C=CC=CC=2)CCC[P]1(C1C=CC=CC=1)C1C=CC=CC=1.C(OCC)(=O)C. The product is [CH3:13][O:12][C:5]1[C:6]([C:8]([O:10][CH3:11])=[O:9])=[N:7][C:2]([CH3:14])=[CH:3][N:4]=1. The yield is 0.730. (5) The reactants are [C:1]1([S:7][C:8]2[CH:9]=[C:10]([CH:14]([N:18]3[CH:22]=[C:21]([C:23]4[C:24]5[CH:31]=[CH:30][N:29](COCC[Si](C)(C)C)[C:25]=5[N:26]=[CH:27][N:28]=4)[CH:20]=[N:19]3)[CH2:15][C:16]#[N:17])[CH:11]=[N:12][CH:13]=2)[CH:6]=[CH:5][CH:4]=[CH:3][CH:2]=1.C(Cl)Cl.[C:43]([OH:49])([C:45]([F:48])([F:47])[F:46])=[O:44].CO.C(N)CN. No catalyst specified. The product is [F:46][C:45]([F:48])([F:47])[C:43]([OH:49])=[O:44].[C:1]1([S:7][C:8]2[CH:9]=[C:10]([CH:14]([N:18]3[CH:22]=[C:21]([C:23]4[C:24]5[CH:31]=[CH:30][NH:29][C:25]=5[N:26]=[CH:27][N:28]=4)[CH:20]=[N:19]3)[CH2:15][C:16]#[N:17])[CH:11]=[N:12][CH:13]=2)[CH:2]=[CH:3][CH:4]=[CH:5][CH:6]=1. The yield is 0.581.